Dataset: NCI-60 drug combinations with 297,098 pairs across 59 cell lines. Task: Regression. Given two drug SMILES strings and cell line genomic features, predict the synergy score measuring deviation from expected non-interaction effect. (1) Drug 1: C1=NC(=NC(=O)N1C2C(C(C(O2)CO)O)O)N. Drug 2: C1=CC=C(C(=C1)C(C2=CC=C(C=C2)Cl)C(Cl)Cl)Cl. Cell line: LOX IMVI. Synergy scores: CSS=-0.231, Synergy_ZIP=-5.78, Synergy_Bliss=-11.0, Synergy_Loewe=-19.3, Synergy_HSA=-13.6. (2) Drug 1: C1CCN(CC1)CCOC2=CC=C(C=C2)C(=O)C3=C(SC4=C3C=CC(=C4)O)C5=CC=C(C=C5)O. Drug 2: CNC(=O)C1=NC=CC(=C1)OC2=CC=C(C=C2)NC(=O)NC3=CC(=C(C=C3)Cl)C(F)(F)F. Cell line: SN12C. Synergy scores: CSS=0.0940, Synergy_ZIP=-3.56, Synergy_Bliss=-5.59, Synergy_Loewe=-7.80, Synergy_HSA=-8.11.